The task is: Predict the product of the given reaction.. This data is from Forward reaction prediction with 1.9M reactions from USPTO patents (1976-2016). (1) Given the reactants Br[C:2]1[CH:3]=[C:4]([S:8]([NH:11][C:12]2[CH:17]=[CH:16][C:15]([N:18]([CH3:20])[CH3:19])=[CH:14][CH:13]=2)(=[O:10])=[O:9])[CH:5]=[CH:6][CH:7]=1.[F:21][C:22]1[CH:27]=[CH:26][C:25](B(O)O)=[CH:24][CH:23]=1.C(=O)(O)[O-].[Na+], predict the reaction product. The product is: [CH3:19][N:18]([CH3:20])[C:15]1[CH:16]=[CH:17][C:12]([NH:11][S:8]([C:4]2[CH:3]=[C:2]([C:25]3[CH:26]=[CH:27][C:22]([F:21])=[CH:23][CH:24]=3)[CH:7]=[CH:6][CH:5]=2)(=[O:10])=[O:9])=[CH:13][CH:14]=1. (2) Given the reactants C(OC(=O)[NH:7][C@@H:8]([C@H:16]1[CH2:21][CH2:20][C@H:19]([NH:22][C:23]([C:25]2[C:30]([NH2:31])=[N:29][CH:28]=[CH:27][N:26]=2)=[O:24])[CH2:18][CH2:17]1)[C:9](=[O:15])[N:10]1[CH2:14][CH2:13][S:12][CH2:11]1)(C)(C)C.[ClH:33], predict the reaction product. The product is: [ClH:33].[NH2:7][C@@H:8]([C@H:16]1[CH2:17][CH2:18][C@H:19]([NH:22][C:23]([C:25]2[C:30]([NH2:31])=[N:29][CH:28]=[CH:27][N:26]=2)=[O:24])[CH2:20][CH2:21]1)[C:9](=[O:15])[N:10]1[CH2:14][CH2:13][S:12][CH2:11]1. (3) Given the reactants [NH2:1][C:2]1[CH:7]=[CH:6][CH:5]=[CH:4][CH:3]=1.I[C:9]1[CH:14]=[CH:13][C:12]([O:15][CH3:16])=[CH:11][CH:10]=1.C(=O)([O-])[O-].[K+].[K+].[CH2:23]1[O:40][CH2:39][CH2:38]O[CH2:38][CH2:39][O:40][CH2:23][CH2:23][O:40][CH2:39][CH2:38]O[CH2:38][CH2:39][O:40][CH2:23]1, predict the reaction product. The product is: [CH3:16][O:15][C:12]1[CH:13]=[CH:14][C:9]([N:1]([C:2]2[CH:7]=[CH:38][C:39]([O:40][CH3:23])=[CH:4][CH:3]=2)[C:2]2[CH:7]=[CH:6][CH:5]=[CH:4][CH:3]=2)=[CH:10][CH:11]=1. (4) The product is: [O:20]=[C:13]1[C:14]2[C:19](=[CH:18][CH:17]=[CH:16][CH:15]=2)[N:10]2[N:9]=[C:8]([C:4]3[CH:3]=[C:2]([NH:1][C:30](=[O:31])[CH2:29][CH2:28][N:22]4[CH2:27][CH2:26][CH2:25][CH2:24][CH2:23]4)[CH:7]=[CH:6][CH:5]=3)[CH:21]=[C:11]2[NH:12]1. Given the reactants [NH2:1][C:2]1[CH:3]=[C:4]([C:8]2[CH:21]=[C:11]3[NH:12][C:13](=[O:20])[C:14]4[C:19]([N:10]3[N:9]=2)=[CH:18][CH:17]=[CH:16][CH:15]=4)[CH:5]=[CH:6][CH:7]=1.[N:22]1([CH2:28][CH2:29][C:30](O)=[O:31])[CH2:27][CH2:26][CH2:25][CH2:24][CH2:23]1.ON1C2C=CC=CC=2N=N1.F[P-](F)(F)(F)(F)F.N1(O[P+](N2CCCC2)(N2CCCC2)N2CCCC2)C2C=CC=CC=2N=N1.C(N(C(C)C)CC)(C)C, predict the reaction product. (5) Given the reactants [Cl:1][C:2]1[C:3]2[CH:13]=[CH:12][CH:11]=[CH:10][C:4]=2[S:5][C:6]=1[C:7]([OH:9])=O.C(Cl)(=O)C(Cl)=O.[N:20]1([C:25]2[CH:31]=[CH:30][CH:29]=[CH:28][C:26]=2[NH2:27])[CH2:24][CH2:23][CH2:22][CH2:21]1, predict the reaction product. The product is: [Cl:1][C:2]1[C:3]2[CH:13]=[CH:12][CH:11]=[CH:10][C:4]=2[S:5][C:6]=1[C:7]([NH:27][C:26]1[CH:28]=[CH:29][CH:30]=[CH:31][C:25]=1[N:20]1[CH2:24][CH2:23][CH2:22][CH2:21]1)=[O:9]. (6) The product is: [CH3:1][O:2][CH2:3][CH2:4][CH2:5][C:6]1[CH:15]=[C:14]([C:16]([O:18][CH2:19][CH2:20][CH3:21])=[O:17])[C:13]2[C:8](=[CH:9][CH:10]=[CH:11][CH:12]=2)[N:7]=1. Given the reactants [CH3:1][O:2][CH2:3]/[CH:4]=[CH:5]/[C:6]1[CH:15]=[C:14]([C:16]([O:18][CH2:19][CH2:20][CH3:21])=[O:17])[C:13]2[C:8](=[CH:9][CH:10]=[CH:11][CH:12]=2)[N:7]=1, predict the reaction product. (7) The product is: [C:1]([C:3]1[CH:4]=[C:5]([C:6]2[O:8][N:31]=[C:32]([C:34]3[CH:35]=[C:36]4[C:40](=[CH:41][CH:42]=3)[N:39]([C:43]([O:45][C:46]([CH3:49])([CH3:48])[CH3:47])=[O:44])[CH:38]=[CH:37]4)[N:33]=2)[CH:9]=[CH:10][C:11]=1[O:12][CH:13]([CH3:15])[CH3:14])#[N:2]. Given the reactants [C:1]([C:3]1[CH:4]=[C:5]([CH:9]=[CH:10][C:11]=1[O:12][CH:13]([CH3:15])[CH3:14])[C:6]([OH:8])=O)#[N:2].C1C=CC2N(O)N=NC=2C=1.C(Cl)CCl.O[NH:31][C:32]([C:34]1[CH:35]=[C:36]2[C:40](=[CH:41][CH:42]=1)[N:39]([C:43]([O:45][C:46]([CH3:49])([CH3:48])[CH3:47])=[O:44])[CH:38]=[CH:37]2)=[NH:33], predict the reaction product. (8) The product is: [NH2:12][C:11]1[C:2]([Cl:1])=[N:3][C:4]2[C:9]([C:10]=1[NH:15][CH2:16][CH2:17][CH2:18][OH:19])=[CH:8][CH:7]=[CH:6][CH:5]=2. Given the reactants [Cl:1][C:2]1[C:11]([N+:12]([O-])=O)=[C:10]([NH:15][CH2:16][CH2:17][CH2:18][OH:19])[C:9]2[C:4](=[CH:5][CH:6]=[CH:7][CH:8]=2)[N:3]=1, predict the reaction product. (9) Given the reactants C(OC([NH:8][CH2:9][C:10]1[C:11]([C:27]2[CH:32]=[CH:31][C:30]([CH3:33])=[CH:29][CH:28]=2)=[C:12]([CH2:23][C:24]([OH:26])=[O:25])[C:13]([CH2:21][CH3:22])=[N:14][C:15]=1[CH2:16][C:17]([CH3:20])([CH3:19])[CH3:18])=O)(C)(C)C.[ClH:34], predict the reaction product. The product is: [ClH:34].[ClH:34].[NH2:8][CH2:9][C:10]1[C:11]([C:27]2[CH:32]=[CH:31][C:30]([CH3:33])=[CH:29][CH:28]=2)=[C:12]([CH2:23][C:24]([OH:26])=[O:25])[C:13]([CH2:21][CH3:22])=[N:14][C:15]=1[CH2:16][C:17]([CH3:19])([CH3:20])[CH3:18].